From a dataset of Cav3 T-type calcium channel HTS with 100,875 compounds. Binary Classification. Given a drug SMILES string, predict its activity (active/inactive) in a high-throughput screening assay against a specified biological target. (1) The molecule is Fc1c(c2oc(cc2)C(=O)Nc2c(OC)cccc2)cccc1. The result is 0 (inactive). (2) The drug is OC12C(N(O)C(C1)C)CCc1nonc21. The result is 0 (inactive).